From a dataset of Reaction yield outcomes from USPTO patents with 853,638 reactions. Predict the reaction yield, written as a fraction of the theoretical maximum amount of product (1.0 means a 100% yield; for example, 0.34 means a 34% yield). (1) The reactants are [N:1]1[C:5]2[CH:6]=[CH:7][CH:8]=[CH:9][C:4]=2[NH:3][CH:2]=1.[H-].[Na+].[C:12]1([CH3:24])[CH:17]=[C:16]([CH3:18])[CH:15]=[C:14]([CH3:19])[C:13]=1[S:20](Cl)(=[O:22])=[O:21]. The catalyst is C1COCC1. The product is [C:12]1([CH3:24])[CH:17]=[C:16]([CH3:18])[CH:15]=[C:14]([CH3:19])[C:13]=1[S:20]([N:1]1[C:5]2[CH:6]=[CH:7][CH:8]=[CH:9][C:4]=2[N:3]=[CH:2]1)(=[O:21])=[O:22]. The yield is 0.620. (2) The reactants are [Na].F[C:3]1[CH:12]=[C:11]2[C:6]([C:7]([OH:13])=[N:8][CH:9]=[N:10]2)=[CH:5][C:4]=1[N+:14]([O-:16])=[O:15].Cl.[CH3:18][OH:19]. No catalyst specified. The product is [CH3:18][O:19][C:3]1[CH:12]=[C:11]2[C:6]([C:7]([OH:13])=[N:8][CH:9]=[N:10]2)=[CH:5][C:4]=1[N+:14]([O-:16])=[O:15]. The yield is 0.920.